From a dataset of Reaction yield outcomes from USPTO patents with 853,638 reactions. Predict the reaction yield, written as a fraction of the theoretical maximum amount of product (1.0 means a 100% yield; for example, 0.34 means a 34% yield). (1) The reactants are [Br:1][C:2]1[C:3]([F:12])=[C:4]2[C:10]([NH2:11])=[CH:9][NH:8][C:5]2=[N:6][CH:7]=1.[CH3:13][O:14][C:15]1[CH:29]=[CH:28][C:18]([CH2:19][N:20]2[CH:24]=[C:23]([C:25](O)=[O:26])[CH:22]=[N:21]2)=[CH:17][CH:16]=1.C1N(P(Cl)(N2C(=O)OCC2)=O)C(=O)OC1.C(N(CC)CC)C. The catalyst is C(Cl)Cl. The product is [Br:1][C:2]1[C:3]([F:12])=[C:4]2[C:10]([NH:11][C:25]([C:23]3[CH:22]=[N:21][N:20]([CH2:19][C:18]4[CH:28]=[CH:29][C:15]([O:14][CH3:13])=[CH:16][CH:17]=4)[CH:24]=3)=[O:26])=[CH:9][NH:8][C:5]2=[N:6][CH:7]=1. The yield is 0.390. (2) The reactants are [CH:1]([S:4]([C:7]1[CH:13]=[CH:12][CH:11]=[CH:10][C:8]=1[NH2:9])(=[O:6])=[O:5])([CH3:3])[CH3:2].[H-].[Na+].[Cl:16][C:17]1[N:22]=[C:21](Cl)[C:20]([Cl:24])=[CH:19][N:18]=1. The catalyst is CN(C=O)C. The product is [Cl:16][C:17]1[N:22]=[C:21]([NH:9][C:8]2[CH:10]=[CH:11][CH:12]=[CH:13][C:7]=2[S:4]([CH:1]([CH3:3])[CH3:2])(=[O:6])=[O:5])[C:20]([Cl:24])=[CH:19][N:18]=1. The yield is 0.327.